This data is from Reaction yield outcomes from USPTO patents with 853,638 reactions. The task is: Predict the reaction yield, written as a fraction of the theoretical maximum amount of product (1.0 means a 100% yield; for example, 0.34 means a 34% yield). (1) The reactants are [CH3:1][NH:2][NH2:3].[F:4][C:5]([F:28])([C:21]([F:27])([F:26])[C:22]([F:25])([F:24])[F:23])[C:6](O[C:6](=[O:7])[C:5]([F:28])([F:4])[C:21]([F:26])([F:27])[C:22]([F:23])([F:24])[F:25])=[O:7]. The catalyst is C(Cl)Cl. The product is [F:4][C:5]([F:28])([C:21]([F:27])([F:26])[C:22]([F:25])([F:24])[F:23])[C:6]([N:2]([CH3:1])[NH2:3])=[O:7]. The yield is 0.360. (2) The reactants are [Br:1][C:2]1[CH:3]=[C:4]([C:12]2[O:16][N:15]=[C:14]([C:17]3[CH:18]=[CH:19][C:20]4[O:24][C:23]([C:25]5([NH:33]C(=O)OC(C)(C)C)[CH2:30][O:29]C(C)(C)[O:27][CH2:26]5)=[CH:22][C:21]=4[CH:41]=3)[N:13]=2)[CH:5]=[CH:6][C:7]=1[O:8][CH2:9][CH2:10][CH3:11].ClC1C=C(C2ON=C(C3C=CC4OC(C5(NC(=O)OC(C)(C)C)COC(C)(C)OC5)=CC=4C=3)N=2)C=CC=1OCCC. No catalyst specified. The product is [NH2:33][C:25]([C:23]1[O:24][C:20]2[CH:19]=[CH:18][C:17]([C:14]3[N:13]=[C:12]([C:4]4[CH:5]=[CH:6][C:7]([O:8][CH2:9][CH2:10][CH3:11])=[C:2]([Br:1])[CH:3]=4)[O:16][N:15]=3)=[CH:41][C:21]=2[CH:22]=1)([CH2:26][OH:27])[CH2:30][OH:29]. The yield is 0.100. (3) The reactants are [F:1][C:2]1[CH:3]=[CH:4][CH:5]=[C:6]2[C:11]=1[C:10](=[O:12])[N:9]([CH2:13][C:14]1[O:15][CH:16]=[CH:17][N:18]=1)[C:8]([CH3:19])=[CH:7]2.[Br:20]N1C(=O)CCC1=O.C(OCC)C.C(OCC)(=O)C. The catalyst is CN(C)C=O. The product is [Br:20][C:7]1[C:6]2[C:11](=[C:2]([F:1])[CH:3]=[CH:4][CH:5]=2)[C:10](=[O:12])[N:9]([CH2:13][C:14]2[O:15][CH:16]=[CH:17][N:18]=2)[C:8]=1[CH3:19]. The yield is 0.900. (4) The reactants are [CH3:1][O:2][C:3]1[CH:11]=[CH:10][C:6]([C:7](Cl)=[O:8])=[CH:5]N=1.[Cl:12][C:13]1[C:21]2[C:20]([NH:22][CH2:23][CH2:24][C:25]3[CH:30]=[CH:29][C:28]([OH:31])=[CH:27][CH:26]=3)=[N:19][CH:18]=[N:17][C:16]=2[S:15][CH:14]=1.[CH3:32]CN(CC)CC. The catalyst is C(Cl)Cl. The product is [Cl:12][C:13]1[C:21]2[C:20]([NH:22][CH2:23][CH2:24][C:25]3[CH:30]=[CH:29][C:28]([O:31][C:7](=[O:8])[C:6]4[CH:5]=[CH:32][C:3]([O:2][CH3:1])=[CH:11][CH:10]=4)=[CH:27][CH:26]=3)=[N:19][CH:18]=[N:17][C:16]=2[S:15][CH:14]=1. The yield is 0.0500. (5) The reactants are Cl.C(O[C:5]([C:7]1[CH:8]=[C:9]2[C:13](=[CH:14][CH:15]=1)[NH:12][N:11]=[C:10]2[C:16]1[CH:21]=[CH:20][C:19]([F:22])=[CH:18][CH:17]=1)=[NH:6])C.[NH2:23][NH:24][C:25](=O)[CH2:26][NH:27][CH3:28].C[O-].[Na+]. The catalyst is CO. The product is [F:22][C:19]1[CH:20]=[CH:21][C:16]([C:10]2[C:9]3[C:13](=[CH:14][CH:15]=[C:7]([C:5]4[N:6]=[C:25]([CH2:26][NH:27][CH3:28])[NH:24][N:23]=4)[CH:8]=3)[NH:12][N:11]=2)=[CH:17][CH:18]=1. The yield is 0.110. (6) The reactants are [CH2:1]([NH:5][C:6](=[O:17])[C@@H:7]([OH:16])[C@@H:8]([N:13]=[N+]=[N-])[CH2:9][CH2:10][CH2:11][CH3:12])[CH2:2][CH2:3][CH3:4]. The catalyst is [C].[Pd].CO. The product is [CH2:1]([NH:5][C:6](=[O:17])[C@@H:7]([OH:16])[C@@H:8]([NH2:13])[CH2:9][CH2:10][CH2:11][CH3:12])[CH2:2][CH2:3][CH3:4]. The yield is 0.940.